Task: Regression. Given a peptide amino acid sequence and an MHC pseudo amino acid sequence, predict their binding affinity value. This is MHC class II binding data.. Dataset: Peptide-MHC class II binding affinity with 134,281 pairs from IEDB (1) The peptide sequence is GELQIVDKIDAAFHI. The MHC is DRB1_1302 with pseudo-sequence DRB1_1302. The binding affinity (normalized) is 0.749. (2) The binding affinity (normalized) is 0. The MHC is HLA-DQA10201-DQB10301 with pseudo-sequence HLA-DQA10201-DQB10301. The peptide sequence is VAIDRPAEVRKVCYN.